Dataset: Drug-target binding data from BindingDB using Ki measurements. Task: Regression. Given a target protein amino acid sequence and a drug SMILES string, predict the binding affinity score between them. We predict pKi (pKi = -log10(Ki in M); higher means stronger inhibition). Dataset: bindingdb_ki. (1) The drug is Nc1nc2ccccc2[nH]1. The target protein sequence is MEAPAAVVTGAAKRIGRAIAVKLHQTGYRVVIHYHNSAEAAVSLADELNKERSNTAVVCQADLTNSNVLPASCEEIINSCFRAFGRCDVLVNNASAFYPTPLVQGDHEDNSNGKTVETQVAELIGTNAIAPFLLTMSFAQRQKGTNPNCTSSNLSIVNLCDAMVDQPCMAFSLYNMGKHALVGLTQSAALELAPYGIRVNGVAPGVSLLPVAMGEEEKDKWRRKVPLGRREASAEQIADAVIFLVSGSAQYITGSIIKVDGGLSLVHA. The pKi is 3.5. (2) The small molecule is NCCCC[C@@H]1NC(=O)[C@@H](CN(O)C=O)CCCCCCCCCCCCCCNC1=O. The target protein sequence is MSVLQVLHIPDERLRKVAKPVEEVNAEIQRIVDDMFETMYAEKGIGLAATQVDIHQRIIVIDVSENRDERLVLINPELLEKSGETGIEEGCLSIPEQRALVPRAEKVKIRALDRDGKPFELEADGLLAICIGLRLGNGKYCTLRLFFNQV. The pKi is 7.4. (3) The compound is CC(C)c1nc(CN(C)C(=O)N[C@H](C(=O)N[C@@H](Cc2ccccc2)C[C@H](O)[C@H](Cc2ccccc2)NC(=O)OCc2cncs2)C(C)C)cs1. The target protein sequence is PQVTLWKRPIVTIKIGGQLKEALLDTGADDTVLEEIDLPGRWKPKIIGGIGGFIKVKQYDQIPIEICGHKVISTVLVGPTPVNVIGRNLMTQLGCTLNF. The pKi is 5.7. (4) The small molecule is CC(=O)NCB(O)O. The target protein sequence is MRYIRLCIISLLATLPLAVHASPQPLEQIKQSESQLSGRVGMIEMDLASGRTLTAWRADERFPMMSTFKVVLCGAVLARVDAGDEQLERKIHYRQQDLVDYSPVSEKHLADGMTVGELCAAAITMSDNSAANLLLATVGGPAGLTAFLRQIGDNVTRLDRWETELNEALPGDARDTTTPASMAATLRKLLTSQRLSARSQRQLLQWMVDDRVAGPLIRSVLPAGWFIADKNGASKRGARGIVALLGPNNKAERIVVIYLRDTPANMAERNQQIAGIGAALIEHWQR. The pKi is 3.4. (5) The small molecule is CCn1c(=O)[nH]c(=O)c2conc21. The target protein sequence is MERAPPDGLMNASGTLAGEAAAAGGARGFSAAWTAVLAALMALLIVATVLGNALVMLAFVADSSLRTQNNFFLLNLAISDFLVGAFCIPLYVPYVLTGRWTFGRGLCKLWLVVDYLLCASSVFNIVLISYDRFLSVTRAVSYRAQQGDTRRAVRKMALVWVLAFLLYGPAILSWEYLSGGSSIPEGHCYAEFFYNWYFLITASTLEFFTPFLSVTFFNLSIYLNIQRRTRLRLDGGREAGPEPPPDAQPSPPPAPPSCWGCWPKGHGEAMPLHRGSKPSASSASLEKRMKMVSQSITQRFRLSRDKKVAKSLAIIVSIFGLCWAPYTLLMIIRAACHGRCIPDY. The pKi is 8.9. (6) The small molecule is NCCc1ccc(O)c(O)c1. The target protein sequence is PYLGSNDIQYEDIKSDMASKLGYFPQKFPLTSFRGSPFQEKMTAGDNPQLVPADQVNITEFYNKSLSSYKENEENIQCGENFMDMECFMILNPSQQLAIAVLSLTLGTFTVLENLLVLCVILHSRSLRCRPSYHFIGSLAVADLLGSVIFVYSFVDFHVFHRKDSPNVFLFKLGGVTASFTASVGSLFLTAIDRYISIHRPLAYKRIVTRPKAVVAFCLMWTIAIVIAVLPLLGWNCKKLQSVCSDIFPLIDETYLMFWIGVTSVLLLFIVYAYMYILWKAHSHAVRMIQRGTQKSIIIHTSEDGKVQVTRPDQARMDIRLAKTLVLILVVLIICWGPLLAIMVYDVFGKMNKLIKTVFAFCSMLCLLNSTVNPIIYALRSKDLRHAFRSMFPSCE. The pKi is 6.0.